This data is from Forward reaction prediction with 1.9M reactions from USPTO patents (1976-2016). The task is: Predict the product of the given reaction. (1) Given the reactants [C:1]([C:3]1([C:8]2[CH:13]=[CH:12][C:11]([NH:14][C:15](=[O:26])[C:16]3[CH:21]=[CH:20][C:19]([O:22][CH3:23])=[C:18]([O:24][CH3:25])[CH:17]=3)=[CH:10][CH:9]=2)[CH2:7][CH2:6][CH2:5][CH2:4]1)#[N:2].Cl, predict the reaction product. The product is: [NH2:2][CH2:1][C:3]1([C:8]2[CH:9]=[CH:10][C:11]([NH:14][C:15](=[O:26])[C:16]3[CH:21]=[CH:20][C:19]([O:22][CH3:23])=[C:18]([O:24][CH3:25])[CH:17]=3)=[CH:12][CH:13]=2)[CH2:4][CH2:5][CH2:6][CH2:7]1. (2) Given the reactants [Cl:1][C:2]1[N:11]=[C:10]2[C:5]([CH:6]=[CH:7][C:8]([N:12]3[CH:20]([CH2:21][C:22](=[O:28])[CH2:23][CH2:24][CH:25]([CH3:27])[CH3:26])[C:19]4[C:14](=[CH:15][CH:16]=[CH:17][CH:18]=4)[C:13]3=[O:29])=[N:9]2)=[CH:4][CH:3]=1.C[O:31]CCOC.O1CCCC1.[OH-].[K+], predict the reaction product. The product is: [Cl:1][C:2]1[N:11]=[C:10]2[C:5]([CH:6]=[CH:7][C:8]([NH:12][CH:20]([C:19]3[CH:18]=[CH:17][CH:16]=[CH:15][C:14]=3[C:13]([OH:31])=[O:29])[CH2:21][C:22](=[O:28])[CH2:23][CH2:24][CH:25]([CH3:26])[CH3:27])=[N:9]2)=[CH:4][CH:3]=1. (3) Given the reactants C1(C)C=CC(S(O)(=O)=O)=CC=1.[O:12]1[CH2:16][CH2:15][C@H:14]([NH2:17])[CH2:13]1.CC[NH+](CC)CC.CC[NH+](CC)CC.C([O-])([O-])=O.[Cl:36][CH2:37][CH2:38][N:39]=[C:40]=[O:41], predict the reaction product. The product is: [Cl:36][CH2:37][CH2:38][NH:39][C:40]([NH:17][C@H:14]1[CH2:15][CH2:16][O:12][CH2:13]1)=[O:41]. (4) Given the reactants [Se](=O)=[O:2].[CH3:4][C:5]1[CH:10]=[C:9]([CH3:11])[N:8]=[C:7]([O:12][C@@H:13]([C:18]([O:31][CH3:32])([C:25]2[CH:30]=[CH:29][CH:28]=[CH:27][CH:26]=2)[C:19]2[CH:24]=[CH:23][CH:22]=[CH:21][CH:20]=2)[C:14]([O:16][CH3:17])=[O:15])[N:6]=1, predict the reaction product. The product is: [CH:11]([C:9]1[CH:10]=[C:5]([CH3:4])[N:6]=[C:7]([O:12][C@@H:13]([C:18]([O:31][CH3:32])([C:25]2[CH:26]=[CH:27][CH:28]=[CH:29][CH:30]=2)[C:19]2[CH:20]=[CH:21][CH:22]=[CH:23][CH:24]=2)[C:14]([O:16][CH3:17])=[O:15])[N:8]=1)=[O:2]. (5) Given the reactants [CH3:1][C:2]1[N:7]=[C:6]([C:8]2[N:13]=[CH:12][C:11]3[CH:14]=[N:15][NH:16][C:10]=3[CH:9]=2)[CH:5]=[N:4][CH:3]=1.Br[C:18]1[N:23]=[C:22]([N:24]2[C:29](=[O:30])[CH2:28][CH2:27][C@H:26]([NH:31][C:32](=[O:38])[O:33][C:34]([CH3:37])([CH3:36])[CH3:35])[CH2:25]2)[CH:21]=[CH:20][CH:19]=1.CC1(C)C2C(=C(P(C3C=CC=CC=3)C3C=CC=CC=3)C=CC=2)OC2C(P(C3C=CC=CC=3)C3C=CC=CC=3)=CC=CC1=2.CC(C)([O-])C.[Na+], predict the reaction product. The product is: [CH3:1][C:2]1[N:7]=[C:6]([C:8]2[N:13]=[CH:12][C:11]3[CH:14]=[N:15][N:16]([C:18]4[N:23]=[C:22]([N:24]5[C:29](=[O:30])[CH2:28][CH2:27][C@H:26]([NH:31][C:32](=[O:38])[O:33][C:34]([CH3:36])([CH3:35])[CH3:37])[CH2:25]5)[CH:21]=[CH:20][CH:19]=4)[C:10]=3[CH:9]=2)[CH:5]=[N:4][CH:3]=1. (6) The product is: [OH:2][C:3]1[CH:20]=[C:19]([C:21]([NH:37][O:36][CH3:32])=[O:23])[CH:18]=[C:17]2[C:4]=1[C@@:5]1([CH3:53])[C@H:14]([CH2:15][S:16]2(=[O:25])=[O:24])[C@:13]2([CH3:26])[C@H:8]([C:9]([CH3:27])([CH3:28])[CH2:10][CH2:11][CH2:12]2)[CH2:7][CH2:6]1. Given the reactants C[O:2][C:3]1[CH:20]=[C:19]([C:21]([OH:23])=O)[CH:18]=[C:17]2[C:4]=1[C@H:5]1[C@H:14]([CH2:15][S:16]2(=[O:25])=[O:24])[C@:13]2([CH3:26])[C@H:8]([C:9]([CH3:28])([CH3:27])[CH2:10][CH2:11][CH2:12]2)[CH2:7][CH2:6]1.CN([C:32]([O:36][N:37]1N=NC2C=CC=NC1=2)=[N+](C)C)C.F[P-](F)(F)(F)(F)F.[CH3:53]N1CCOCC1.Cl.CON, predict the reaction product.